The task is: Predict the product of the given reaction.. This data is from Forward reaction prediction with 1.9M reactions from USPTO patents (1976-2016). (1) Given the reactants C(OC([N:8]1[CH2:13][CH2:12][CH:11]([OH:14])[CH2:10][CH2:9]1)=O)(C)(C)C.Br[CH2:16][CH2:17][CH2:18][CH2:19][CH2:20][CH2:21]Br.[CH3:23][NH:24][CH:25]1[CH2:27][CH2:26]1.[ClH:28], predict the reaction product. The product is: [ClH:28].[ClH:28].[CH:25]1([N:24]([CH3:23])[CH2:16][CH2:17][CH2:18][CH2:19][CH2:20][CH2:21][O:14][CH:11]2[CH2:10][CH2:9][NH:8][CH2:13][CH2:12]2)[CH2:27][CH2:26]1. (2) Given the reactants [CH:1](=O)[C:2]1[C:3]([O:8][CH3:9])=[CH:4][CH:5]=[CH:6][CH:7]=1.[CH3:11][NH2:12].C(O)(=O)C.[BH4-].[Na+], predict the reaction product. The product is: [CH3:9][O:8][C:3]1[CH:4]=[CH:5][CH:6]=[CH:7][C:2]=1[CH2:1][NH:12][CH3:11]. (3) Given the reactants FC(F)(F)C(O)=O.C(OC(=O)[NH:14][CH2:15][C:16]1[C:17]([CH2:34][CH:35]([CH3:37])[CH3:36])=[N:18][C:19]([CH3:33])=[C:20]([CH2:29][C:30]([NH2:32])=[O:31])[C:21]=1[C:22]1[CH:27]=[CH:26][C:25]([CH3:28])=[CH:24][CH:23]=1)(C)(C)C.C(=O)([O-])O.[Na+].O1CCOCC1.[ClH:50], predict the reaction product. The product is: [ClH:50].[ClH:50].[NH2:14][CH2:15][C:16]1[C:21]([C:22]2[CH:27]=[CH:26][C:25]([CH3:28])=[CH:24][CH:23]=2)=[C:20]([CH2:29][C:30]([NH2:32])=[O:31])[C:19]([CH3:33])=[N:18][C:17]=1[CH2:34][CH:35]([CH3:37])[CH3:36]. (4) Given the reactants [OH:1][N:2]=[C:3](Cl)[C:4]1[CH:15]=[CH:14][C:7]2[B:8]([OH:13])[O:9][C:10]([CH3:12])([CH3:11])[C:6]=2[CH:5]=1.[Cl:17][C:18]1[CH:23]=[C:22]([C:24]([C:26]([F:29])([F:28])[F:27])=[CH2:25])[CH:21]=[C:20]([Cl:30])[C:19]=1[CH:31]([F:33])[F:32], predict the reaction product. The product is: [Cl:17][C:18]1[CH:23]=[C:22]([C:24]2([C:26]([F:29])([F:27])[F:28])[O:1][N:2]=[C:3]([C:4]3[CH:15]=[CH:14][C:7]4[B:8]([OH:13])[O:9][C:10]([CH3:12])([CH3:11])[C:6]=4[CH:5]=3)[CH2:25]2)[CH:21]=[C:20]([Cl:30])[C:19]=1[CH:31]([F:32])[F:33].